Dataset: Forward reaction prediction with 1.9M reactions from USPTO patents (1976-2016). Task: Predict the product of the given reaction. (1) Given the reactants B1(C)OC(C2C=CC=CC=2)(C2C=CC=CC=2)[C@@H]2N1CCC2.C[O:23][C:24]([C:26]1[CH:35]=[CH:34][C:33]2[C:32](=[O:36])[CH2:31][CH2:30][CH2:29][C:28]=2[CH:27]=1)=O.CO, predict the reaction product. The product is: [OH:23][CH2:24][C:26]1[CH:27]=[C:28]2[C:33](=[CH:34][CH:35]=1)[C@@H:32]([OH:36])[CH2:31][CH2:30][CH2:29]2. (2) Given the reactants [CH3:1][C:2]1[S:6][C:5]2[NH:7][C:8]3[CH:9]=[CH:10][CH:11]=[CH:12][C:13]=3[N:14]=[C:15]([N:16]3[CH2:21][CH2:20][N:19]([CH3:22])[CH2:18][CH2:17]3)[C:4]=2[CH:3]=1.[CH3:23][S:24]([OH:27])(=[O:26])=[O:25], predict the reaction product. The product is: [CH3:1][C:2]1[S:6][C:5]2[NH:7][C:8]3[CH:9]=[CH:10][CH:11]=[CH:12][C:13]=3[N:14]=[C:15]([N:16]3[CH2:17][CH2:18][N:19]([CH3:22])[CH2:20][CH2:21]3)[C:4]=2[CH:3]=1.[S:24]([O-:27])(=[O:26])(=[O:25])[CH3:23]. (3) The product is: [NH2:11][CH2:10][C:9]1[CH:12]=[CH:13][C:6]([O:5][CH2:4][CH2:3][C:2]([CH3:15])([CH3:14])[CH3:1])=[N:7][CH:8]=1. Given the reactants [CH3:1][C:2]([CH3:15])([CH3:14])[CH2:3][CH2:4][O:5][C:6]1[CH:13]=[CH:12][C:9]([C:10]#[N:11])=[CH:8][N:7]=1.Cl, predict the reaction product. (4) Given the reactants [Cl:1]CCl.[CH:4]([NH:7][C:8](=[O:36])[O:9][CH:10]1[CH2:17][CH:16]2[CH:12]([CH2:13][CH:14]([N:18](C(OC(C)(C)C)=O)[CH2:19][C:20]([N:22]3[CH2:26][CH2:25][CH2:24][CH:23]3[C:27]#[N:28])=[O:21])[CH2:15]2)[CH2:11]1)([CH3:6])[CH3:5].Cl, predict the reaction product. The product is: [ClH:1].[CH:4]([NH:7][C:8](=[O:36])[O:9][CH:10]1[CH2:11][CH:12]2[CH:16]([CH2:15][CH:14]([NH:18][CH2:19][C:20]([N:22]3[CH2:26][CH2:25][CH2:24][CH:23]3[C:27]#[N:28])=[O:21])[CH2:13]2)[CH2:17]1)([CH3:6])[CH3:5]. (5) Given the reactants C([Sn](Cl)(Cl)CCCC)CCC.[Cl:12][C:13]1[CH:14]=[C:15]([C:20]2[C:21]3[N:22]([N:29]=[C:30]([NH2:32])[N:31]=3)[CH:23]=[C:24]([CH:26]3[CH2:28][CH2:27]3)[CH:25]=2)[CH:16]=[CH:17][C:18]=1[F:19].[CH3:33][C:34]1[N:39]=[CH:38][N:37]=[C:36]([N:40]2[CH2:45][CH2:44][C:43](=O)[CH2:42][CH2:41]2)[CH:35]=1.C1([SiH3])C=CC=CC=1, predict the reaction product. The product is: [Cl:12][C:13]1[CH:14]=[C:15]([C:20]2[C:21]3[N:22]([N:29]=[C:30]([NH:32][CH:43]4[CH2:44][CH2:45][N:40]([C:36]5[CH:35]=[C:34]([CH3:33])[N:39]=[CH:38][N:37]=5)[CH2:41][CH2:42]4)[N:31]=3)[CH:23]=[C:24]([CH:26]3[CH2:28][CH2:27]3)[CH:25]=2)[CH:16]=[CH:17][C:18]=1[F:19]. (6) Given the reactants [F:1][C:2]([F:15])([F:14])[C:3]1[CH:8]=[CH:7][C:6]([CH:9]=[CH:10][C:11]([OH:13])=O)=[CH:5][CH:4]=1.[CH3:16][C:17]1[N:21]([CH3:22])[C:20]([C:23]2[CH:24]=[C:25]([CH:27]=[CH:28][CH:29]=2)[NH2:26])=[CH:19][N:18]=1, predict the reaction product. The product is: [F:14][C:2]([F:1])([F:15])[C:3]1[CH:4]=[CH:5][C:6](/[CH:9]=[CH:10]/[C:11]([NH:26][C:25]2[CH:27]=[CH:28][CH:29]=[C:23]([C:20]3[N:21]([CH3:22])[C:17]([CH3:16])=[N:18][CH:19]=3)[CH:24]=2)=[O:13])=[CH:7][CH:8]=1. (7) Given the reactants N1C=CC=CC=1.[CH3:7][C@@H:8]1[O:13][C@@H:12]([O:14][C@@H:15]2[C:20]3=[C:21]([OH:38])[C:22]4[C:34](=[O:35])[C:33]5[C:28](=[CH:29][CH:30]=[CH:31][C:32]=5[O:36][CH3:37])[C:26](=[O:27])[C:23]=4[C:24]([OH:25])=[C:19]3[CH2:18][C@@:17]([OH:43])([C:39]([CH2:41][OH:42])=[O:40])[CH2:16]2)[CH2:11][C@H:10]([NH2:44])[C@@H:9]1[OH:45].Cl.C(N(CC)CC)C, predict the reaction product. The product is: [CH3:7][C@@H:8]1[O:13][C@@H:12]([O:14][C@@H:15]2[C:20]3=[C:21]([OH:38])[C:22]4[C:34](=[O:35])[C:33]5[C:28](=[CH:29][CH:30]=[CH:31][C:32]=5[O:36][CH3:37])[C:26](=[O:27])[C:23]=4[C:24]([OH:25])=[C:19]3[CH2:18][C@@:17]([OH:43])([C:39]([CH2:41][OH:42])=[O:40])[CH2:16]2)[CH2:11][C@H:10]([NH2:44])[C@@H:9]1[OH:45]. (8) Given the reactants [C:1]([NH:18][C@H:19]([C:30]([OH:32])=O)[CH2:20][C:21]1[C:29]2[C:24](=[CH:25][CH:26]=[CH:27][CH:28]=2)[NH:23][CH:22]=1)([O:3][CH2:4][CH:5]1[C:17]2[C:12](=[CH:13][CH:14]=[CH:15][CH:16]=2)[C:11]2[C:6]1=[CH:7][CH:8]=[CH:9][CH:10]=2)=[O:2].N1C=CC=CC=1.N1C(F)=NC(F)=NC=1[F:41], predict the reaction product. The product is: [C:1]([NH:18][C@H:19]([C:30]([F:41])=[O:32])[CH2:20][C:21]1[C:29]2[C:24](=[CH:25][CH:26]=[CH:27][CH:28]=2)[NH:23][CH:22]=1)([O:3][CH2:4][CH:5]1[C:17]2[C:12](=[CH:13][CH:14]=[CH:15][CH:16]=2)[C:11]2[C:6]1=[CH:7][CH:8]=[CH:9][CH:10]=2)=[O:2]. (9) Given the reactants [CH3:1][C@H:2]1[O:7][C@@H:6]([O:8][C@H:9]2[C@@H:14]([OH:15])[CH2:13][C@H:12]([O:16][C@H:17]3[C@@H:22]([OH:23])[CH2:21][C@H:20]([O:24][C@@H:25]4[CH2:30][C@H:29]5[CH2:31][CH2:32][C@H:33]6[C@@:38]7([OH:48])[CH2:39][CH2:40][C@H:41]([C:42]8[CH2:47][O:46][C:44](=[O:45])[CH:43]=8)[C@@:37]7([CH3:49])[C@H:36]([OH:50])[CH2:35][C@@H:34]6[C@@:28]5([CH3:51])[CH2:27][CH2:26]4)[O:19][C@@H:18]3[CH3:52])[O:11][C@@H:10]2[CH3:53])[CH2:5][C@H:4]([OH:54])[C@@H:3]1[OH:55].[H-].[Na+].[F:58][C:59]([F:72])([F:71])[S:60]([O:63]S(C(F)(F)F)(=O)=O)(=[O:62])=[O:61].Cl, predict the reaction product. The product is: [CH3:1][C@H:2]1[O:7][C@@H:6]([O:8][C@H:9]2[C@@H:14]([OH:15])[CH2:13][C@H:12]([O:16][C@H:17]3[C@@H:22]([OH:23])[CH2:21][C@H:20]([O:24][C@@H:25]4[CH2:30][C@H:29]5[CH2:31][CH2:32][C@H:33]6[C@@:38]7([OH:48])[CH2:39][CH2:40][C@H:41]([C:42]8[CH2:47][O:46][C:44](=[O:45])[CH:43]=8)[C@@:37]7([CH3:49])[C@H:36]([OH:50])[CH2:35][C@@H:34]6[C@@:28]5([CH3:51])[CH2:27][CH2:26]4)[O:19][C@@H:18]3[CH3:52])[O:11][C@@H:10]2[CH3:53])[CH2:5][C@H:4]([OH:54])[C@@H:3]1[OH:55].[O-:63][S:60]([C:59]([F:72])([F:71])[F:58])(=[O:62])=[O:61]. (10) Given the reactants [Br:1]Br.[NH2:3][C:4]1[C:13]([N+:14]([O-:16])=[O:15])=[C:12]2[C:7]([C:8]([CH3:20])([CH3:19])[C:9](=[O:18])[NH:10][C:11]2=[O:17])=[CH:6][CH:5]=1, predict the reaction product. The product is: [NH2:3][C:4]1[C:13]([N+:14]([O-:16])=[O:15])=[C:12]2[C:7]([C:8]([CH3:20])([CH3:19])[C:9](=[O:18])[NH:10][C:11]2=[O:17])=[CH:6][C:5]=1[Br:1].